From a dataset of Full USPTO retrosynthesis dataset with 1.9M reactions from patents (1976-2016). Predict the reactants needed to synthesize the given product. (1) Given the product [CH2:21]([O:11][C:10](=[O:12])[CH2:9][CH2:8][C:5]1[CH:6]=[CH:7][C:2]([O:1][CH2:8][C:5]2[CH:6]=[CH:7][CH:2]=[CH:3][CH:4]=2)=[C:3]([O:13][CH3:14])[CH:4]=1)[C:22]1[CH:27]=[CH:26][CH:25]=[CH:24][CH:23]=1, predict the reactants needed to synthesize it. The reactants are: [OH:1][C:2]1[CH:7]=[CH:6][C:5]([CH2:8][CH2:9][C:10]([OH:12])=[O:11])=[CH:4][C:3]=1[O:13][CH3:14].C([O-])([O-])=O.[K+].[K+].[CH2:21](Br)[C:22]1[CH:27]=[CH:26][CH:25]=[CH:24][CH:23]=1.C(Cl)Cl. (2) Given the product [CH2:44]([N:8]1[C:9]2[CH:10]=[CH:11][CH:12]=[CH:13][C:14]=2[C:6]2[N:5]=[C:4]([S:15][CH2:16][C:17]([O:19][C:20]([CH3:22])([CH3:23])[CH3:21])=[O:18])[N:3]([C:24]3[CH:29]=[CH:28][CH:27]=[CH:26][CH:25]=3)[C:2](=[O:1])[C:7]1=2)[CH2:43][CH2:42][CH2:41][CH2:40][CH2:39][CH2:38][CH2:37][CH2:36][CH2:35][CH2:34][CH3:33], predict the reactants needed to synthesize it. The reactants are: [O:1]=[C:2]1[C:7]2[NH:8][C:9]3[CH:10]=[CH:11][CH:12]=[CH:13][C:14]=3[C:6]=2[N:5]=[C:4]([S:15][CH2:16][C:17]([O:19][C:20]([CH3:23])([CH3:22])[CH3:21])=[O:18])[N:3]1[C:24]1[CH:29]=[CH:28][CH:27]=[CH:26][CH:25]=1.[H-].[Na+].Br[CH2:33][CH2:34][CH2:35][CH2:36][CH2:37][CH2:38][CH2:39][CH2:40][CH2:41][CH2:42][CH2:43][CH3:44]. (3) Given the product [CH2:1]([NH:8][C:9]1[CH:18]=[C:17]2[C:12]([N:13]=[C:14]([Cl:29])[C:15]3[N:16]2[CH:19]=[CH:20][N:21]=3)=[CH:11][C:10]=1[C:23]([F:26])([F:25])[F:24])[C:2]1[CH:7]=[CH:6][CH:5]=[CH:4][CH:3]=1, predict the reactants needed to synthesize it. The reactants are: [CH2:1]([NH:8][C:9]1[CH:18]=[C:17]2[C:12]([NH:13][C:14](=O)[C:15]3[N:16]2[CH:19]=[CH:20][N:21]=3)=[CH:11][C:10]=1[C:23]([F:26])([F:25])[F:24])[C:2]1[CH:7]=[CH:6][CH:5]=[CH:4][CH:3]=1.P(Cl)(Cl)([Cl:29])=O. (4) Given the product [NH2:21][C:3]1[C:2]([F:1])=[C:10]([NH:11][S:12]([CH2:15][CH2:16][CH3:17])(=[O:14])=[O:13])[CH:9]=[CH:8][C:7]=1[F:18], predict the reactants needed to synthesize it. The reactants are: [F:1][C:2]1[C:10]([NH:11][S:12]([CH2:15][CH2:16][CH3:17])(=[O:14])=[O:13])=[CH:9][CH:8]=[C:7]([F:18])[C:3]=1C(O)=O.C([N:21](CC)CC)C.O.